The task is: Predict the reactants needed to synthesize the given product.. This data is from Full USPTO retrosynthesis dataset with 1.9M reactions from patents (1976-2016). (1) Given the product [ClH:1].[CH2:2]([O:9][C:10]1[CH:11]=[CH:12][C:13]([N:16]2[C:22]([C:24]3[CH:40]=[CH:39][C:27]([O:28][CH2:29][CH2:30][NH2:31])=[CH:26][CH:25]=3)=[CH:21][C:20]([C:19]([F:18])([F:42])[F:43])=[N:17]2)=[CH:14][CH:15]=1)[C:3]1[CH:4]=[CH:5][CH:6]=[CH:7][CH:8]=1, predict the reactants needed to synthesize it. The reactants are: [ClH:1].[CH2:2]([O:9][C:10]1[CH:15]=[CH:14][C:13]([NH:16][NH2:17])=[CH:12][CH:11]=1)[C:3]1[CH:8]=[CH:7][CH:6]=[CH:5][CH:4]=1.[F:18][C:19]([F:43])([F:42])[C:20](=O)[CH2:21][C:22]([C:24]1[CH:40]=[CH:39][C:27]([O:28][CH2:29][CH2:30][NH:31]C(=O)OC(C)(C)C)=[CH:26][CH:25]=1)=O. (2) Given the product [F:11][C:3]1[CH:4]=[C:5]([CH:9]=[CH:10][C:2]=1[C:17]1([OH:22])[CH2:21][CH2:20][CH2:19][CH2:18]1)[C:6]([OH:8])=[O:7], predict the reactants needed to synthesize it. The reactants are: Br[C:2]1[CH:10]=[CH:9][C:5]([C:6]([OH:8])=[O:7])=[CH:4][C:3]=1[F:11].C([Li])CCC.[C:17]1(=[O:22])[CH2:21][CH2:20][CH2:19][CH2:18]1. (3) Given the product [ClH:1].[N+:29]([C:21]1[CH:22]=[CH:23][C:24]([C:26]([NH2:27])=[O:28])=[CH:25][C:20]=1[O:19][CH:16]1[CH2:17][CH2:18][NH:14][CH2:15]1)([O-:31])=[O:30], predict the reactants needed to synthesize it. The reactants are: [ClH:1].C(OCC)C.C(OC([N:14]1[CH2:18][CH2:17][CH:16]([O:19][C:20]2[CH:25]=[C:24]([C:26](=[O:28])[NH2:27])[CH:23]=[CH:22][C:21]=2[N+:29]([O-:31])=[O:30])[CH2:15]1)=O)(C)(C)C. (4) Given the product [OH:11][CH:10]([C:9]1[CH:8]=[CH:7][C:6]([C:4](=[O:5])[CH2:3][C:2]([CH3:15])([CH3:14])[CH3:1])=[CH:13][CH:12]=1)[CH3:16], predict the reactants needed to synthesize it. The reactants are: [CH3:1][C:2]([CH3:15])([CH3:14])[CH2:3][C:4]([C:6]1[CH:13]=[CH:12][C:9]([CH:10]=[O:11])=[CH:8][CH:7]=1)=[O:5].[CH3:16][Mg]Br.O. (5) The reactants are: [Cl:1][CH2:2][CH2:3][CH2:4][O:5][C:6]1[CH:7]=[C:8]([C:11]([N+:16]([O-:18])=[O:17])=[CH:12][C:13]=1[O:14][CH3:15])[CH:9]=[O:10].[OH-:19].[Na+].OO. Given the product [Cl:1][CH2:2][CH2:3][CH2:4][O:5][C:6]1[CH:7]=[C:8]([C:11]([N+:16]([O-:18])=[O:17])=[CH:12][C:13]=1[O:14][CH3:15])[C:9]([OH:19])=[O:10], predict the reactants needed to synthesize it.